This data is from NCI-60 drug combinations with 297,098 pairs across 59 cell lines. The task is: Regression. Given two drug SMILES strings and cell line genomic features, predict the synergy score measuring deviation from expected non-interaction effect. Drug 1: C1CCC(C1)C(CC#N)N2C=C(C=N2)C3=C4C=CNC4=NC=N3. Drug 2: C1=CC(=CC=C1CC(C(=O)O)N)N(CCCl)CCCl.Cl. Cell line: SNB-75. Synergy scores: CSS=-3.56, Synergy_ZIP=1.99, Synergy_Bliss=1.83, Synergy_Loewe=-5.43, Synergy_HSA=-2.58.